Dataset: Reaction yield outcomes from USPTO patents with 853,638 reactions. Task: Predict the reaction yield, written as a fraction of the theoretical maximum amount of product (1.0 means a 100% yield; for example, 0.34 means a 34% yield). The reactants are [F:1][C:2]1[CH:3]=[C:4]([C:11]2[C:15]([C:16]3[CH:21]=[CH:20][CH:19]=[CH:18][CH:17]=3)=[CH:14][S:13][C:12]=2[C:22]([O:24][CH3:25])=[O:23])[CH:5]=[CH:6][C:7]=1[S:8]([CH3:10])=O.[C:26]([O-:29])(=[O:28])[CH3:27].[Na+].C(OCC)C. The catalyst is C(OC(=O)C)(=O)C. The product is [C:26]([O:29][CH2:10][S:8][C:7]1[CH:6]=[CH:5][C:4]([C:11]2[C:15]([C:16]3[CH:21]=[CH:20][CH:19]=[CH:18][CH:17]=3)=[CH:14][S:13][C:12]=2[C:22]([O:24][CH3:25])=[O:23])=[CH:3][C:2]=1[F:1])(=[O:28])[CH3:27]. The yield is 0.620.